From a dataset of TCR-epitope binding with 47,182 pairs between 192 epitopes and 23,139 TCRs. Binary Classification. Given a T-cell receptor sequence (or CDR3 region) and an epitope sequence, predict whether binding occurs between them. (1) The epitope is TSNQVAVLY. The TCR CDR3 sequence is CASSLVGQVNTEAFF. Result: 0 (the TCR does not bind to the epitope). (2) The epitope is ELAGIGILTV. The TCR CDR3 sequence is CASSVTGGLNGEETQYF. Result: 1 (the TCR binds to the epitope). (3) The epitope is GLCTLVAML. The TCR CDR3 sequence is CASSEGQVSPGELFF. Result: 1 (the TCR binds to the epitope). (4) The epitope is RLRAEAQVK. The TCR CDR3 sequence is CATSGAAYSGANVLTF. Result: 1 (the TCR binds to the epitope). (5) The epitope is KLGGALQAK. The TCR CDR3 sequence is CASSLRGAYEQYF. Result: 1 (the TCR binds to the epitope). (6) The epitope is NEGVKAAW. The TCR CDR3 sequence is CASSQEGAGITEAFF. Result: 0 (the TCR does not bind to the epitope). (7) Result: 0 (the TCR does not bind to the epitope). The epitope is CINGVCWTV. The TCR CDR3 sequence is CASSSPPGEQFF. (8) The epitope is SSTFNVPMEKLK. The TCR CDR3 sequence is CASSSTGTGVQETQYF. Result: 0 (the TCR does not bind to the epitope). (9) The epitope is TPGPGVRYPL. Result: 1 (the TCR binds to the epitope). The TCR CDR3 sequence is CASSPVGRGTEAFF.